Task: Predict the product of the given reaction.. Dataset: Forward reaction prediction with 1.9M reactions from USPTO patents (1976-2016) (1) The product is: [NH:1]1[C:9]2[C:4](=[CH:5][C:6]([NH:10][C:11]3[C:12]4[CH2:20][N:19]([C:21]([O:23][C:24]([CH3:27])([CH3:26])[CH3:25])=[O:22])[CH2:18][C:13]=4[N:14]=[C:15]([N:34]4[CH2:33][C:32]5[C:36](=[CH:37][CH:38]=[C:30]([O:29][CH3:28])[CH:31]=5)[CH2:35]4)[N:16]=3)=[CH:7][CH:8]=2)[CH:3]=[N:2]1. Given the reactants [NH:1]1[C:9]2[C:4](=[CH:5][C:6]([NH:10][C:11]3[C:12]4[CH2:20][N:19]([C:21]([O:23][C:24]([CH3:27])([CH3:26])[CH3:25])=[O:22])[CH2:18][C:13]=4[N:14]=[C:15](Cl)[N:16]=3)=[CH:7][CH:8]=2)[CH:3]=[N:2]1.[CH3:28][O:29][C:30]1[CH:31]=[C:32]2[C:36](=[CH:37][CH:38]=1)[CH2:35][NH:34][CH2:33]2, predict the reaction product. (2) The product is: [C:35]([N:18]([CH2:19][CH:20]1[CH2:21][CH2:22]1)[C:16]1[CH:15]=[C:10]([CH:9]=[C:8]([O:7][C:6]2[CH:5]=[CH:4][C:3]([C:1]#[N:2])=[CH:24][CH:23]=2)[CH:17]=1)[C:11]([O:13][CH3:14])=[O:12])(=[O:37])[CH3:36]. Given the reactants [C:1]([C:3]1[CH:24]=[CH:23][C:6]([O:7][C:8]2[CH:9]=[C:10]([CH:15]=[C:16]([NH:18][CH2:19][CH:20]3[CH2:22][CH2:21]3)[CH:17]=2)[C:11]([O:13][CH3:14])=[O:12])=[CH:5][CH:4]=1)#[N:2].C(Cl)(Cl)Cl.N1C=CC=CC=1.[C:35](OC(=O)C)(=[O:37])[CH3:36], predict the reaction product.